Task: Regression/Classification. Given a drug SMILES string, predict its absorption, distribution, metabolism, or excretion properties. Task type varies by dataset: regression for continuous measurements (e.g., permeability, clearance, half-life) or binary classification for categorical outcomes (e.g., BBB penetration, CYP inhibition). Dataset: cyp2c9_veith.. Dataset: CYP2C9 inhibition data for predicting drug metabolism from PubChem BioAssay (1) The molecule is COC(=O)N1CCC2(CC1)CN(C(=O)Nc1cccc(C#N)c1)C2. The result is 0 (non-inhibitor). (2) The drug is COCCNc1ncnc2ccc(-c3ccccc3CN(C)C)cc12. The result is 0 (non-inhibitor). (3) The drug is Nc1ccc(C(=O)O)cc1.Nc1nc(N)c2[nH]cnc2n1.O=S(=O)(O)O. The result is 0 (non-inhibitor).